Regression. Given a peptide amino acid sequence and an MHC pseudo amino acid sequence, predict their binding affinity value. This is MHC class I binding data. From a dataset of Peptide-MHC class I binding affinity with 185,985 pairs from IEDB/IMGT. (1) The peptide sequence is SIMETIDPV. The MHC is HLA-A68:02 with pseudo-sequence HLA-A68:02. The binding affinity (normalized) is 0.758. (2) The MHC is HLA-B15:09 with pseudo-sequence HLA-B15:09. The peptide sequence is SFSFGGFTF. The binding affinity (normalized) is 0.0847.